This data is from NCI-60 drug combinations with 297,098 pairs across 59 cell lines. The task is: Regression. Given two drug SMILES strings and cell line genomic features, predict the synergy score measuring deviation from expected non-interaction effect. Drug 1: C1CCC(C1)C(CC#N)N2C=C(C=N2)C3=C4C=CNC4=NC=N3. Drug 2: COC1=CC(=CC(=C1O)OC)C2C3C(COC3=O)C(C4=CC5=C(C=C24)OCO5)OC6C(C(C7C(O6)COC(O7)C8=CC=CS8)O)O. Cell line: HCC-2998. Synergy scores: CSS=4.50, Synergy_ZIP=-4.38, Synergy_Bliss=-12.3, Synergy_Loewe=-52.9, Synergy_HSA=-16.0.